Predict the reactants needed to synthesize the given product. From a dataset of Full USPTO retrosynthesis dataset with 1.9M reactions from patents (1976-2016). (1) Given the product [F:12][C:4]1[C:5]([O:10][CH3:11])=[CH:6][C:7]([O:8][CH3:9])=[C:2]([F:1])[C:3]=1[N:13]1[CH2:22][C:21]2[C:16](=[N:17][C:18]([S:23]([CH3:25])=[O:24])=[N:19][CH:20]=2)[N:15]([CH2:26][CH3:27])[C:14]1=[O:28].[OH:39][CH2:38][CH2:37][N:33]([CH2:34][CH2:35][OH:36])[CH2:32][CH2:31][CH2:30][NH:29][C:18]1[N:17]=[C:16]2[N:15]([CH2:26][CH3:27])[C:14](=[O:28])[N:13]([C:3]3[C:2]([F:1])=[C:7]([O:8][CH3:9])[CH:6]=[C:5]([O:10][CH3:11])[C:4]=3[F:12])[CH2:22][C:21]2=[CH:20][N:19]=1, predict the reactants needed to synthesize it. The reactants are: [F:1][C:2]1[C:7]([O:8][CH3:9])=[CH:6][C:5]([O:10][CH3:11])=[C:4]([F:12])[C:3]=1[N:13]1[CH2:22][C:21]2[C:16](=[N:17][C:18]([S:23]([CH3:25])=[O:24])=[N:19][CH:20]=2)[N:15]([CH2:26][CH3:27])[C:14]1=[O:28].[NH2:29][CH2:30][CH2:31][CH2:32][N:33]([CH2:37][CH2:38][OH:39])[CH2:34][CH2:35][OH:36]. (2) Given the product [CH3:15][C@H:4]1[CH2:3][C@@H:2]([O:1][C:17]2[CH:24]=[CH:23][C:22]([C:25]3[N:30]=[C:29]([NH:31][C:32]4[CH:37]=[CH:36][C:35]([N:38]5[CH2:43][CH2:42][N:41]([CH:44]6[CH2:47][O:46][CH2:45]6)[CH2:40][CH2:39]5)=[CH:34][CH:33]=4)[N:28]=[CH:27][N:26]=3)=[CH:21][C:18]=2[C:19]#[N:20])[CH2:7][CH2:6][N:5]1[C:8]([C:51]1[NH:50][N:49]=[N:48][CH:52]=1)=[O:10], predict the reactants needed to synthesize it. The reactants are: [OH:1][C@H:2]1[CH2:7][CH2:6][N:5]([C:8]([O:10]C(C)(C)C)=O)[C@@H:4]([CH3:15])[CH2:3]1.F[C:17]1[CH:24]=[CH:23][C:22]([C:25]2[N:30]=[C:29]([NH:31][C:32]3[CH:37]=[CH:36][C:35]([N:38]4[CH2:43][CH2:42][N:41]([CH:44]5[CH2:47][O:46][CH2:45]5)[CH2:40][CH2:39]4)=[CH:34][CH:33]=3)[N:28]=[CH:27][N:26]=2)=[CH:21][C:18]=1[C:19]#[N:20].[NH:48]1[C:52](C(O)=O)=[CH:51][N:50]=[N:49]1.